This data is from Reaction yield outcomes from USPTO patents with 853,638 reactions. The task is: Predict the reaction yield, written as a fraction of the theoretical maximum amount of product (1.0 means a 100% yield; for example, 0.34 means a 34% yield). (1) The reactants are [CH3:1][N:2]1[CH:6]=[CH:5][N:4]=[C:3]1[CH2:7][OH:8].[Br:9]N1C(=O)CCC1=O. The catalyst is C1COCC1. The product is [Br:9][C:6]1[N:2]([CH3:1])[C:3]([CH2:7][OH:8])=[N:4][CH:5]=1. The yield is 0.670. (2) The reactants are [H-].[Al+3].[Li+].[H-].[H-].[H-].[F:7][C:8]([F:27])([F:26])[C:9]1[CH:14]=[CH:13][C:12]([C:15]2[CH:20]=[CH:19][C:18]([C:21](OCC)=[O:22])=[CH:17][CH:16]=2)=[CH:11][CH:10]=1.[Cl-].[NH4+]. The catalyst is C1COCC1.C(OCC)(=O)C. The product is [F:7][C:8]([F:26])([F:27])[C:9]1[CH:10]=[CH:11][C:12]([C:15]2[CH:20]=[CH:19][C:18]([CH2:21][OH:22])=[CH:17][CH:16]=2)=[CH:13][CH:14]=1. The yield is 0.950. (3) The reactants are [CH3:1][O:2][C:3]1[CH:8]=[C:7](F)[C:6]([Cl:10])=[CH:5][C:4]=1[N+:11]([O-:13])=[O:12].Cl.[CH3:15][S:16]([CH2:19][CH2:20][N:21]1[CH2:26][CH2:25][NH:24][CH2:23][CH2:22]1)(=[O:18])=[O:17].C([O-])([O-])=O.[K+].[K+].CS(C)=O. The catalyst is O. The product is [Cl:10][C:6]1[CH:5]=[C:4]([N+:11]([O-:13])=[O:12])[C:3]([O:2][CH3:1])=[CH:8][C:7]=1[N:24]1[CH2:23][CH2:22][N:21]([CH2:20][CH2:19][S:16]([CH3:15])(=[O:17])=[O:18])[CH2:26][CH2:25]1. The yield is 0.910. (4) The reactants are [CH3:1][O:2][C:3]1[CH:4]=[CH:5][C:6]2[O:10][C:9](=[O:11])[NH:8][C:7]=2[CH:12]=1.C([O-])([O-])=O.[K+].[K+].[CH3:19][O:20][C:21]1[CH:22]=[C:23]([CH:26]=[CH:27][CH:28]=1)[CH2:24]Br. The catalyst is CN(C=O)C. The product is [CH3:1][O:2][C:3]1[CH:4]=[CH:5][C:6]2[O:10][C:9](=[O:11])[N:8]([CH2:24][C:23]3[CH:26]=[CH:27][CH:28]=[C:21]([O:20][CH3:19])[CH:22]=3)[C:7]=2[CH:12]=1. The yield is 0.760.